Dataset: Catalyst prediction with 721,799 reactions and 888 catalyst types from USPTO. Task: Predict which catalyst facilitates the given reaction. Reactant: Cl[C:2]1[C:3]2[C@H:11]([C:12]([F:15])([F:14])[F:13])[CH2:10][C:9](=[O:16])[NH:8][C:4]=2[N:5]=[CH:6][N:7]=1.Cl.Cl.[NH:19]1[CH2:24][CH2:23][CH:22]([C:25]2[N:26]([CH2:35][CH2:36][OH:37])[CH:27]=[C:28]([CH2:30][C:31]([F:34])([F:33])[F:32])[N:29]=2)[CH2:21][CH2:20]1.CN1CCCC1=O.C(N(C(C)C)CC)(C)C. Product: [OH:37][CH2:36][CH2:35][N:26]1[CH:27]=[C:28]([CH2:30][C:31]([F:32])([F:34])[F:33])[N:29]=[C:25]1[CH:22]1[CH2:21][CH2:20][N:19]([C:2]2[C:3]3[C@H:11]([C:12]([F:15])([F:14])[F:13])[CH2:10][C:9](=[O:16])[NH:8][C:4]=3[N:5]=[CH:6][N:7]=2)[CH2:24][CH2:23]1. The catalyst class is: 389.